Dataset: Full USPTO retrosynthesis dataset with 1.9M reactions from patents (1976-2016). Task: Predict the reactants needed to synthesize the given product. (1) Given the product [CH2:1]([N:8]1[C:18]2=[C:19]3[C:14](=[CH:15][CH:16]=[CH:17]2)[C@H:13]2[N:20]([CH3:21])[C@H:12]2[CH2:11][N:10]3[C:9]1=[O:23])[C:2]1[CH:7]=[CH:6][CH:5]=[CH:4][CH:3]=1, predict the reactants needed to synthesize it. The reactants are: [CH2:1]([N:8]1[C:18]2=[C:19]3[C:14](=[CH:15][CH:16]=[CH:17]2)[CH:13]([NH:20][CH3:21])[CH:12](O)[CH2:11][N:10]3[C:9]1=[O:23])[C:2]1[CH:7]=[CH:6][CH:5]=[CH:4][CH:3]=1.C1(S(Cl)(=O)=O)C=CC=CC=1.C1(S([O-])(=O)=O)C=CC=CC=1.C(=O)([O-])[O-].[K+].[K+].C1(S(O)(=O)=O)C=CC=CC=1. (2) Given the product [O:1]1[C:5]2([CH2:10][CH2:9][CH:8]([O:11][S:26]([C:23]3[CH:24]=[CH:25][C:20]([CH3:19])=[CH:21][CH:22]=3)(=[O:28])=[O:27])[CH2:7][CH2:6]2)[O:4][CH2:3][CH2:2]1, predict the reactants needed to synthesize it. The reactants are: [O:1]1[C:5]2([CH2:10][CH2:9][CH:8]([OH:11])[CH2:7][CH2:6]2)[O:4][CH2:3][CH2:2]1.C(N(CC)CC)C.[CH3:19][C:20]1[CH:25]=[CH:24][C:23]([S:26](Cl)(=[O:28])=[O:27])=[CH:22][CH:21]=1. (3) Given the product [Cl:25][C:2]1[CH:3]=[C:4]([C:10]2[CH:15]=[CH:14][C:13]([C:16]#[N:17])=[CH:12][CH:11]=2)[CH:5]=[C:6]([CH2:8][OH:9])[CH:7]=1, predict the reactants needed to synthesize it. The reactants are: N[C:2]1[CH:3]=[C:4]([C:10]2[CH:15]=[CH:14][C:13]([C:16]#[N:17])=[CH:12][CH:11]=2)[CH:5]=[C:6]([CH2:8][OH:9])[CH:7]=1.N(OC(C)(C)C)=O.[ClH:25].CO. (4) Given the product [CH3:1][S:2]([CH2:5][C:6]1[CH:11]=[C:10]([N:12]2[CH2:17][CH2:16][O:15][CH2:14][CH2:13]2)[N:9]=[C:8]([C:18]2[CH:19]=[CH:20][C:21]([NH:24][C:25]([NH2:36])=[O:26])=[CH:22][CH:23]=2)[N:7]=1)(=[O:4])=[O:3], predict the reactants needed to synthesize it. The reactants are: [CH3:1][S:2]([CH2:5][C:6]1[CH:11]=[C:10]([N:12]2[CH2:17][CH2:16][O:15][CH2:14][CH2:13]2)[N:9]=[C:8]([C:18]2[CH:23]=[CH:22][C:21]([NH:24][C:25](=O)[O:26]C3C=CC=CC=3)=[CH:20][CH:19]=2)[N:7]=1)(=[O:4])=[O:3].C([N:36](CC)CC)C.NC1N=CC=CN=1. (5) Given the product [NH2:17][C:16]1[C:13]([CH3:15])([CH3:14])[S:10](=[O:12])(=[O:11])[CH2:9][C@@:8]([C:6]2[CH:7]=[C:2]([Br:1])[CH:3]=[CH:4][C:5]=2[F:27])([CH2:18][F:19])[N:20]=1.[NH2:17][C:16]1[C:13]([CH3:15])([CH3:14])[S:10](=[O:12])(=[O:11])[CH2:9][C@:8]([C:6]2[CH:7]=[C:2]([Br:1])[CH:3]=[CH:4][C:5]=2[F:27])([CH2:18][F:19])[N:20]=1, predict the reactants needed to synthesize it. The reactants are: [Br:1][C:2]1[CH:3]=[CH:4][C:5]([F:27])=[C:6]([C:8]([NH:20]S(C(C)(C)C)=O)([CH2:18][F:19])[CH2:9][S:10]([C:13]([C:16]#[N:17])([CH3:15])[CH3:14])(=[O:12])=[O:11])[CH:7]=1.Cl. (6) Given the product [C:19]([O:18][CH2:16][CH3:17])(=[O:25])/[CH:20]=[CH:21]/[C:22]([O:9][C:3]1[C:4](=[O:5])[CH:6]=[CH:7][O:8][C:2]=1[CH3:1])=[O:23], predict the reactants needed to synthesize it. The reactants are: [CH3:1][C:2]1[O:8][CH:7]=[CH:6][C:4](=[O:5])[C:3]=1[OH:9].N1C=CC=CC=1.[CH2:16]([O:18][C:19](=[O:25])[CH:20]=[CH:21][C:22](Cl)=[O:23])[CH3:17].